Dataset: Retrosynthesis with 50K atom-mapped reactions and 10 reaction types from USPTO. Task: Predict the reactants needed to synthesize the given product. (1) Given the product CCc1cc(C2CCNCC2)ccc1Nc1ncc(C(F)(F)F)c(CCc2ccccc2CC(N)=O)n1, predict the reactants needed to synthesize it. The reactants are: CCc1cc(C2CCN(C(=O)OC(C)(C)C)CC2)ccc1Nc1ncc(C(F)(F)F)c(CCc2ccccc2CC(N)=O)n1. (2) Given the product O=C(Cn1nnc2c(N3CCOCC3)nc(-c3cccc(CO)c3)nc21)Nc1cccnc1, predict the reactants needed to synthesize it. The reactants are: Nc1cccnc1.O=C(O)Cn1nnc2c(N3CCOCC3)nc(-c3cccc(CO)c3)nc21. (3) Given the product Oc1cccc(-c2cnco2)c1, predict the reactants needed to synthesize it. The reactants are: c1ccc(COc2cccc(-c3cnco3)c2)cc1. (4) Given the product CCCCc1ccc(C#Cc2ccc(CN(C(=O)CCC3CCCC3)c3ccc4c(c3)C(=O)OC(C)(C)O4)cn2)cc1, predict the reactants needed to synthesize it. The reactants are: CCCCc1ccc(C#Cc2ccc(CNc3ccc4c(c3)C(=O)OC(C)(C)O4)cn2)cc1.O=C(Cl)CCC1CCCC1.